This data is from Forward reaction prediction with 1.9M reactions from USPTO patents (1976-2016). The task is: Predict the product of the given reaction. (1) Given the reactants [OH-].[Na+].[CH:3]1([C:6]2[CH:11]=[C:10]([CH2:12][N:13]3[CH2:16][C:15]4([CH2:20][C:19]([C@H:21]5[CH2:26][CH2:25][C@H:24]([C:27]([O:29]C)=[O:28])[CH2:23][CH2:22]5)=[N:18][O:17]4)[CH2:14]3)[CH:9]=[C:8]([O:31][CH2:32][CH2:33][CH3:34])[C:7]=2[C:35]2[CH:40]=[CH:39][C:38]([F:41])=[CH:37][CH:36]=2)[CH2:5][CH2:4]1, predict the reaction product. The product is: [CH:3]1([C:6]2[CH:11]=[C:10]([CH2:12][N:13]3[CH2:16][C:15]4([CH2:20][C:19]([C@H:21]5[CH2:22][CH2:23][C@H:24]([C:27]([OH:29])=[O:28])[CH2:25][CH2:26]5)=[N:18][O:17]4)[CH2:14]3)[CH:9]=[C:8]([O:31][CH2:32][CH2:33][CH3:34])[C:7]=2[C:35]2[CH:40]=[CH:39][C:38]([F:41])=[CH:37][CH:36]=2)[CH2:5][CH2:4]1. (2) Given the reactants C(=O)(O)[O-].[Na+].C(O)(=O)C.[OH:10][CH2:11][CH2:12][CH:13]1[CH2:18][CH2:17][NH:16][CH2:15][CH2:14]1.[C:19](O[C:19]([O:21][C:22]([CH3:25])([CH3:24])[CH3:23])=[O:20])([O:21][C:22]([CH3:25])([CH3:24])[CH3:23])=[O:20], predict the reaction product. The product is: [OH:10][CH2:11][CH2:12][CH:13]1[CH2:18][CH2:17][N:16]([C:19]([O:21][C:22]([CH3:25])([CH3:24])[CH3:23])=[O:20])[CH2:15][CH2:14]1. (3) Given the reactants [C:1]([O:5][C:6](=[O:32])[NH:7][C@@H:8]1[C:14](=[O:15])[N:13]([CH2:16][C:17]2[C:26]3[C:21](=[CH:22][CH:23]=[CH:24][CH:25]=3)[CH:20]=[CH:19][C:18]=2[CH3:27])[C:12]2[CH:28]=[CH:29][CH:30]=[CH:31][C:11]=2[NH:10][CH2:9]1)([CH3:4])([CH3:3])[CH3:2].[CH3:33][N:34]1[CH2:39][CH2:38][N:37]([CH2:40][C:41](O)=[O:42])[CH2:36][CH2:35]1.O=P(Cl)(Cl)Cl.O, predict the reaction product. The product is: [C:1]([O:5][C:6](=[O:32])[NH:7][C@@H:8]1[C:14](=[O:15])[N:13]([CH2:16][C:17]2[C:26]3[C:21](=[CH:22][CH:23]=[CH:24][CH:25]=3)[CH:20]=[CH:19][C:18]=2[CH3:27])[C:12]2[CH:28]=[CH:29][CH:30]=[CH:31][C:11]=2[N:10]([C:41](=[O:42])[CH2:40][N:37]2[CH2:38][CH2:39][N:34]([CH3:33])[CH2:35][CH2:36]2)[CH2:9]1)([CH3:4])([CH3:2])[CH3:3]. (4) Given the reactants [CH3:1][C@@:2]12[CH2:24][CH2:23][C@:22]3([CH3:25])[C:8](=[CH:9][C:10]([C@H:12]4[C@@:21]3([CH3:26])[CH2:20][CH2:19][C@@H:18]3[C@:13]4([CH3:54])[CH2:14][CH2:15][C@H:16]([O:29][C@H:30]4[O:35][C@H:34]([C:36](O)=O)[C@@H:33](O)[C@H:32](O)[C@H:31]4O[C@@H]4O[C@H](C(O)=O)[C@@H](O)[C@H](O)[C@H]4O)[C:17]3([CH3:28])[CH3:27])=[O:11])[C@@H:7]1[CH2:6][C@:5]([C:56]([OH:58])=[O:57])([CH3:55])[CH2:4][CH2:3]2.C12C(=O)[O:66][C:64](=[O:65])C=1CCC2.Cl, predict the reaction product. The product is: [C:56]([C@:5]1([CH3:55])[CH2:6][C@@H:7]2[C@@:2]([CH3:1])([CH2:24][CH2:23][C@:22]3([CH3:25])[C:8]2=[CH:9][C:10](=[O:11])[C@H:12]2[C@@:21]3([CH3:26])[CH2:20][CH2:19][C@@H:18]3[C@:13]2([CH3:54])[CH2:14][CH2:15][C@H:16]([O:29][C:30]([C:31]2[CH2:32][CH2:33][CH2:34][C:36]=2[C:64]([OH:66])=[O:65])=[O:35])[C:17]3([CH3:27])[CH3:28])[CH2:3][CH2:4]1)([OH:58])=[O:57]. (5) Given the reactants [CH:1]1([C:6]2[CH:29]=[CH:28][C:9]([CH2:10][O:11][C:12]3[CH:20]=[CH:19][C:18]4[N:17]5[CH2:21][CH2:22][CH:23]([CH2:24][C:25]([OH:27])=[O:26])[C:16]5=[CH:15][C:14]=4[CH:13]=3)=[CH:8][C:7]=2[C:30]([F:33])([F:32])[F:31])[CH2:5][CH2:4][CH2:3][CH2:2]1.[O-]S(C(F)(F)F)(=O)=O.F[N+:43]1[CH:48]=[CH:47][CH:46]=[CH:45][CH:44]=1, predict the reaction product. The product is: [CH:1]1([C:6]2[CH:29]=[CH:28][C:9]([CH2:10][O:11][C:12]3[CH:20]=[CH:19][C:18]4[N:17]5[CH2:21][CH2:22][CH:23]([CH2:24][C:25]([OH:27])=[O:26])[C:16]5=[C:15]([C:44]5[CH:45]=[CH:46][CH:47]=[CH:48][N:43]=5)[C:14]=4[CH:13]=3)=[CH:8][C:7]=2[C:30]([F:33])([F:31])[F:32])[CH2:5][CH2:4][CH2:3][CH2:2]1. (6) The product is: [CH3:24][C:16]1[N:15]([CH2:14][C:11]2[CH:12]=[CH:13][C:8]([C:3]3[CH:4]=[CH:5][CH:6]=[CH:7][C:2]=3[N:29]3[CH2:30][CH2:31][N:26]([CH3:25])[CH2:27][CH2:28]3)=[CH:9][CH:10]=2)[C:23]2[C:18]([CH:17]=1)=[CH:19][CH:20]=[CH:21][CH:22]=2. Given the reactants Br[C:2]1[CH:7]=[CH:6][CH:5]=[CH:4][C:3]=1[C:8]1[CH:13]=[CH:12][C:11]([CH2:14][N:15]2[C:23]3[C:18](=[CH:19][CH:20]=[CH:21][CH:22]=3)[CH:17]=[C:16]2[CH3:24])=[CH:10][CH:9]=1.[CH3:25][N:26]1[CH2:31][CH2:30][NH:29][CH2:28][CH2:27]1.C1(P(C2C=CC=CC=2)C2C=CC3C(=CC=CC=3)C=2C2C3C(=CC=CC=3)C=CC=2P(C2C=CC=CC=2)C2C=CC=CC=2)C=CC=CC=1.CC(C)([O-])C.[Na+], predict the reaction product. (7) Given the reactants [CH2:1]([C:5]1[N:6]=[C:7]([CH2:27][CH3:28])[NH:8][C:9](=[O:26])[C:10]=1[CH2:11][C:12]1[CH:17]=[CH:16][C:15]([C:18]2[C:19]([C:24]#[N:25])=[CH:20][CH:21]=[CH:22][CH:23]=2)=[CH:14][CH:13]=1)[CH2:2][CH2:3][CH3:4].[C:29]1(B(O)O)[CH:34]=[CH:33][CH:32]=[CH:31][CH:30]=1.N1C=CC=CC=1.C(N(CC)CC)C, predict the reaction product. The product is: [CH2:1]([C:5]1[N:6]=[C:7]([CH2:27][CH3:28])[N:8]([C:29]2[CH:34]=[CH:33][CH:32]=[CH:31][CH:30]=2)[C:9](=[O:26])[C:10]=1[CH2:11][C:12]1[CH:17]=[CH:16][C:15]([C:18]2[C:19]([C:24]#[N:25])=[CH:20][CH:21]=[CH:22][CH:23]=2)=[CH:14][CH:13]=1)[CH2:2][CH2:3][CH3:4].